Task: Predict the product of the given reaction.. Dataset: Forward reaction prediction with 1.9M reactions from USPTO patents (1976-2016) Given the reactants Br[C:2]1[CH:3]=[N:4][N:5]2[C:10]([CH:11]([F:13])[F:12])=[CH:9][C:8]([C:14]3[CH:19]=[CH:18][CH:17]=[C:16]([O:20][CH2:21][CH3:22])[CH:15]=3)=[N:7][C:6]=12.[CH3:23][Si:24]([C:27]#[CH:28])([CH3:26])[CH3:25], predict the reaction product. The product is: [F:12][CH:11]([F:13])[C:10]1[N:5]2[N:4]=[CH:3][C:2]([C:28]#[C:27][Si:24]([CH3:26])([CH3:25])[CH3:23])=[C:6]2[N:7]=[C:8]([C:14]2[CH:19]=[CH:18][CH:17]=[C:16]([O:20][CH2:21][CH3:22])[CH:15]=2)[CH:9]=1.